Dataset: Cav3 T-type calcium channel HTS with 100,875 compounds. Task: Binary Classification. Given a drug SMILES string, predict its activity (active/inactive) in a high-throughput screening assay against a specified biological target. (1) The result is 0 (inactive). The drug is s1c(CN(CCCN2CCOCC2)C(=O)Nc2cc(c(cc2)C)C)ccc1. (2) The drug is S(=O)(=O)(n1c2c(c(CC3NC(=O)C(NC3=O)Cc3ccccc3)c1)cccc2)c1ccc(F)cc1. The result is 0 (inactive). (3) The result is 0 (inactive). The molecule is O(c1n(c2c(n(c(=O)n(c2=O)C)C)n1)CC=C)c1ccc(cc1)C(OC)=O. (4) The compound is S(CC(=O)N1CCOCC1)c1oc(nn1)c1ccccc1. The result is 0 (inactive).